From a dataset of Full USPTO retrosynthesis dataset with 1.9M reactions from patents (1976-2016). Predict the reactants needed to synthesize the given product. (1) Given the product [Cl:24][C:5]1[CH:6]=[CH:7][C:8]2[N:9]([CH2:16][CH2:17][C:18]#[N:19])[C:10]3[C:15](=[CH:14][C:26]([Cl:28])=[CH:12][CH:11]=3)[C:2]([CH3:20])([CH3:1])[C:3]=2[CH:4]=1, predict the reactants needed to synthesize it. The reactants are: [CH3:1][C:2]1([CH3:20])[C:15]2[CH:14]=C[CH:12]=[CH:11][C:10]=2[N:9]([CH2:16][CH2:17][C:18]#[N:19])[C:8]2[C:3]1=[CH:4][CH:5]=[CH:6][CH:7]=2.S(Cl)([Cl:24])(=O)=O.[CH2:26]([Cl:28])Cl. (2) Given the product [CH2:1]([O:3][C:4](=[O:25])[CH2:5][CH:6]1[O:10][B:9]([OH:11])[C:8]2[CH:12]=[C:13]([O:17][C:18]3[CH:23]=[CH:22][N:21]=[C:20]([O:36][CH2:35][CH2:34][CH2:33][NH:32][C:31]([O:30][C:26]([CH3:29])([CH3:28])[CH3:27])=[O:37])[N:19]=3)[CH:14]=[C:15]([CH3:16])[C:7]1=2)[CH3:2], predict the reactants needed to synthesize it. The reactants are: [CH2:1]([O:3][C:4](=[O:25])[CH2:5][CH:6]1[O:10][B:9]([OH:11])[C:8]2[CH:12]=[C:13]([O:17][C:18]3[CH:23]=[CH:22][N:21]=[C:20](Cl)[N:19]=3)[CH:14]=[C:15]([CH3:16])[C:7]1=2)[CH3:2].[C:26]([O:30][C:31](=[O:37])[NH:32][CH2:33][CH2:34][CH2:35][OH:36])([CH3:29])([CH3:28])[CH3:27].[H-].[Na+].[NH4+].[Cl-].Cl. (3) Given the product [CH2:1]([N:8]1[C:12]([C:13]2[C:14](=[O:25])[N:15]([C:19]3[CH:20]=[CH:21][CH:22]=[CH:23][CH:24]=3)[N:16]([CH3:27])[C:17]=2[CH3:18])=[CH:11][C:10]([CH3:26])=[N:9]1)[C:2]1[CH:7]=[CH:6][CH:5]=[CH:4][CH:3]=1, predict the reactants needed to synthesize it. The reactants are: [CH2:1]([N:8]1[C:12]([C:13]2[C:17]([CH3:18])=[N:16][N:15]([C:19]3[CH:24]=[CH:23][CH:22]=[CH:21][CH:20]=3)[C:14]=2[OH:25])=[CH:11][C:10]([CH3:26])=[N:9]1)[C:2]1[CH:7]=[CH:6][CH:5]=[CH:4][CH:3]=1.[C:27](=O)([O-])[O-].[Cs+].[Cs+].IC. (4) Given the product [Cl:35][C:9]1[CH:10]=[C:11]2[N:16]=[C:15]([O:17][C@@H:18]3[CH2:19][O:20][C@@H:21]4[C@H:25]([OH:26])[CH2:24][O:23][C@H:22]34)[N:14]([CH2:27][O:28][CH2:29][CH2:30][Si:31]([CH3:34])([CH3:33])[CH3:32])[C:12]2=[N:13][C:8]=1[C:5]1[CH:6]=[CH:7][C:2]([N:36]2[CH2:37][CH2:38][CH:39]([NH:42][C:43](=[O:46])[O:44][CH3:45])[CH2:40][CH2:41]2)=[CH:3][CH:4]=1, predict the reactants needed to synthesize it. The reactants are: Br[C:2]1[CH:7]=[CH:6][C:5]([C:8]2[N:13]=[C:12]3[N:14]([CH2:27][O:28][CH2:29][CH2:30][Si:31]([CH3:34])([CH3:33])[CH3:32])[C:15]([O:17][C@H:18]4[C@H:22]5[O:23][CH2:24][C@@H:25]([OH:26])[C@H:21]5[O:20][CH2:19]4)=[N:16][C:11]3=[CH:10][C:9]=2[Cl:35])=[CH:4][CH:3]=1.[NH:36]1[CH2:41][CH2:40][CH:39]([NH:42][C:43](=[O:46])[O:44][CH3:45])[CH2:38][CH2:37]1.